Dataset: Full USPTO retrosynthesis dataset with 1.9M reactions from patents (1976-2016). Task: Predict the reactants needed to synthesize the given product. (1) Given the product [OH:27][C@H:15]([CH2:16][NH:17][CH2:18][C:19]1[CH:24]=[CH:23][CH:22]=[C:21]([O:25][CH3:26])[CH:20]=1)[C@@H:14]([NH:28][C:29](=[O:46])[C:30]1[CH:44]=[C:43]([CH3:45])[CH:42]=[C:32]([C:33]([N:35]([CH2:36][CH2:37][CH3:38])[CH2:39][CH2:40][CH3:41])=[O:34])[CH:31]=1)[CH2:13][C:12]1[CH:11]=[CH:10][C:9]([OH:8])=[CH:48][CH:47]=1, predict the reactants needed to synthesize it. The reactants are: C([O:8][C:9]1[CH:48]=[CH:47][C:12]([CH2:13][C@H:14]([NH:28][C:29](=[O:46])[C:30]2[CH:44]=[C:43]([CH3:45])[CH:42]=[C:32]([C:33]([N:35]([CH2:39][CH2:40][CH3:41])[CH2:36][CH2:37][CH3:38])=[O:34])[CH:31]=2)[C@H:15]([OH:27])[CH2:16][NH:17][CH2:18][C:19]2[CH:24]=[CH:23][CH:22]=[C:21]([O:25][CH3:26])[CH:20]=2)=[CH:11][CH:10]=1)C1C=CC=CC=1. (2) Given the product [C:1]([O:20][CH2:21][C:22]([OH:24])=[O:23])([C:8]1[CH:9]=[CH:10][CH:11]=[CH:12][CH:13]=1)([C:14]1[CH:19]=[CH:18][CH:17]=[CH:16][CH:15]=1)[C:2]1[CH:3]=[CH:4][CH:5]=[CH:6][CH:7]=1, predict the reactants needed to synthesize it. The reactants are: [C:1]([O:20][CH2:21][C:22]([O:24]CC)=[O:23])([C:14]1[CH:19]=[CH:18][CH:17]=[CH:16][CH:15]=1)([C:8]1[CH:13]=[CH:12][CH:11]=[CH:10][CH:9]=1)[C:2]1[CH:7]=[CH:6][CH:5]=[CH:4][CH:3]=1.[OH-].[Na+].